Task: Predict which catalyst facilitates the given reaction.. Dataset: Catalyst prediction with 721,799 reactions and 888 catalyst types from USPTO The catalyst class is: 29. Product: [NH2:18][C:13]1[CH:14]=[C:15]2[C:10](=[CH:11][CH:12]=1)[C:9]1[CH:8]=[CH:7][CH:6]=[CH:5][C:4]=1[N:3]([CH2:1][CH3:2])[C:16]2=[O:17]. Reactant: [CH2:1]([N:3]1[C:16](=[O:17])[C:15]2[C:10](=[CH:11][CH:12]=[C:13]([N+:18]([O-])=O)[CH:14]=2)[C:9]2[CH:8]=[CH:7][CH:6]=[CH:5][C:4]1=2)[CH3:2].